From a dataset of Reaction yield outcomes from USPTO patents with 853,638 reactions. Predict the reaction yield, written as a fraction of the theoretical maximum amount of product (1.0 means a 100% yield; for example, 0.34 means a 34% yield). (1) The reactants are Br[C:2]1[N:3]=[C:4]2[C:10]([C:11]([NH:13][C:14]([CH3:17])([CH3:16])[CH3:15])=[O:12])=[CH:9][NH:8][C:5]2=[N:6][CH:7]=1.Cl.[NH2:19][C:20]1[CH:30]=[CH:29][CH:28]=[CH:27][C:21]=1[C:22]([N:24]([CH3:26])[CH3:25])=[O:23].C1C=CC(P(C2C(C3C(P(C4C=CC=CC=4)C4C=CC=CC=4)=CC=C4C=3C=CC=C4)=C3C(C=CC=C3)=CC=2)C2C=CC=CC=2)=CC=1.CC(C)([O-])C.[Na+]. The catalyst is CN(C=O)C.C1(C)C=CC=CC=1.O.C([O-])(=O)C.[Pd+2].C([O-])(=O)C. The product is [C:14]([NH:13][C:11]([C:10]1[C:4]2[C:5](=[N:6][CH:7]=[C:2]([NH:19][C:20]3[CH:30]=[CH:29][CH:28]=[CH:27][C:21]=3[C:22](=[O:23])[N:24]([CH3:25])[CH3:26])[N:3]=2)[NH:8][CH:9]=1)=[O:12])([CH3:17])([CH3:16])[CH3:15]. The yield is 0.160. (2) The reactants are [CH2:1]([N:4]1[CH:8]=[CH:7][C:6]([C:9]2[S:10][CH:11]=[CH:12][CH:13]=2)=[N:5]1)[CH2:2][CH3:3].C(N1C(C2SC=CC=2)=CC=N1)CC.[I:27]N1C(=O)CCC1=O.S([O-])([O-])(=O)=S.[Na+].[Na+].C(=O)([O-])[O-].[Na+].[Na+]. The catalyst is CN(C)C=O. The product is [I:27][C:7]1[C:6]([C:9]2[S:10][CH:11]=[CH:12][CH:13]=2)=[N:5][N:4]([CH2:1][CH2:2][CH3:3])[CH:8]=1. The yield is 0.110. (3) The product is [CH:1]1([C:6]([C:8]2[CH:13]=[C:12]([CH3:14])[CH:11]=[CH:10][C:9]=2[NH:15][C:16]([NH:18][C:19]2[S:20][CH:21]=[C:22]([CH:24]=[O:25])[N:23]=2)=[O:17])=[O:7])[CH2:5][CH2:4][CH2:3][CH2:2]1. The reactants are [CH:1]1([C:6]([C:8]2[CH:13]=[C:12]([CH3:14])[CH:11]=[CH:10][C:9]=2[NH:15][C:16]([NH:18][C:19]2[S:20][CH:21]=[C:22]([CH2:24][OH:25])[N:23]=2)=[O:17])=[O:7])[CH2:5][CH2:4][CH2:3][CH2:2]1.CCN(CC)CC.CS(C)=O.N1C=CC=CC=1.S(=O)(=O)=O. The yield is 0.860. The catalyst is C(Cl)Cl.O. (4) The reactants are [CH2:1]([NH:4][C:5](=[O:9])[O:6][CH2:7][CH3:8])[C:2]#[CH:3].Cl[CH2:11][C:12]1[CH:13]=[N:14][CH:15]=[N:16][CH:17]=1.[OH-].[K+]. The catalyst is C1(C)C=CC=CC=1. The product is [CH2:1]([N:4]([CH2:11][C:12]1[CH:13]=[N:14][CH:15]=[N:16][CH:17]=1)[C:5](=[O:9])[O:6][CH2:7][CH3:8])[C:2]#[CH:3]. The yield is 0.140. (5) The reactants are [C:1]([C:3]1[CH:4]=[C:5]2[C:9](=[CH:10][CH:11]=1)[NH:8][C:7](=[O:12])[CH:6]2[C:13]1[CH:22]=[CH:21][C:20]2[CH2:19][CH2:18][CH2:17][CH:16]([OH:23])[C:15]=2[N+:14]=1[O-])#[N:2].P(Cl)(Cl)Cl. The catalyst is C(OCC)(=O)C.C(#N)C. The product is [OH:12][C:7]1[NH:8][C:9]2[C:5]([C:6]=1[C:13]1[CH:22]=[CH:21][C:20]3[CH2:19][CH2:18][CH2:17][CH:16]([OH:23])[C:15]=3[N:14]=1)=[CH:4][C:3]([C:1]#[N:2])=[CH:11][CH:10]=2. The yield is 0.180.